The task is: Predict the reactants needed to synthesize the given product.. This data is from Full USPTO retrosynthesis dataset with 1.9M reactions from patents (1976-2016). Given the product [NH2:29][C:26]1[N:25]=[CH:24][C:23]([C:21]2[CH:20]=[CH:19][C:13]3[N:14]([C:15]([CH3:17])([CH3:18])[CH3:16])[C:10]([C:5]4[CH:6]=[CH:7][CH:8]=[CH:9][C:4]=4[C:3]([NH:31][NH2:32])=[O:30])=[N:11][C:12]=3[CH:22]=2)=[CH:28][N:27]=1, predict the reactants needed to synthesize it. The reactants are: CO[C:3](=[O:30])[C:4]1[CH:9]=[CH:8][CH:7]=[CH:6][C:5]=1[C:10]1[N:14]([C:15]([CH3:18])([CH3:17])[CH3:16])[C:13]2[CH:19]=[CH:20][C:21]([C:23]3[CH:24]=[N:25][C:26]([NH2:29])=[N:27][CH:28]=3)=[CH:22][C:12]=2[N:11]=1.[NH2:31][NH2:32].